This data is from Rat liver microsome stability data. The task is: Regression/Classification. Given a drug SMILES string, predict its absorption, distribution, metabolism, or excretion properties. Task type varies by dataset: regression for continuous measurements (e.g., permeability, clearance, half-life) or binary classification for categorical outcomes (e.g., BBB penetration, CYP inhibition). Dataset: rlm. The molecule is Cc1ccnc(Nc2nc(-c3cn[nH]c3)c(C)s2)n1. The result is 1 (stable in rat liver microsomes).